Dataset: Human liver microsome stability data. Task: Regression/Classification. Given a drug SMILES string, predict its absorption, distribution, metabolism, or excretion properties. Task type varies by dataset: regression for continuous measurements (e.g., permeability, clearance, half-life) or binary classification for categorical outcomes (e.g., BBB penetration, CYP inhibition). Dataset: hlm. The drug is CC(C)CCn1nc(CC2CCC2)c(O)c(C2=NS(=O)(=O)c3cc(NS(C)(=O)=O)ccc3N2)c1=O. The result is 1 (stable in human liver microsomes).